This data is from Peptide-MHC class II binding affinity with 134,281 pairs from IEDB. The task is: Regression. Given a peptide amino acid sequence and an MHC pseudo amino acid sequence, predict their binding affinity value. This is MHC class II binding data. (1) The peptide sequence is SQPATGAATVAAGAA. The MHC is DRB1_1101 with pseudo-sequence DRB1_1101. The binding affinity (normalized) is 0.0645. (2) The peptide sequence is KFDSQLARRHMARELH. The MHC is DRB1_1302 with pseudo-sequence DRB1_1302. The binding affinity (normalized) is 0. (3) The peptide sequence is GVWAPFNVLKVIRSE. The MHC is DRB1_0405 with pseudo-sequence DRB1_0405. The binding affinity (normalized) is 0.847. (4) The peptide sequence is SVGKGIHTVFGSAFQ. The MHC is DRB1_0401 with pseudo-sequence DRB1_0401. The binding affinity (normalized) is 0. (5) The peptide sequence is QMKDCTERQANFLGKIW. The MHC is DRB1_1501 with pseudo-sequence DRB1_1501. The binding affinity (normalized) is 0.288.